This data is from Volume of distribution at steady state (VDss) regression data from Lombardo et al.. The task is: Regression/Classification. Given a drug SMILES string, predict its absorption, distribution, metabolism, or excretion properties. Task type varies by dataset: regression for continuous measurements (e.g., permeability, clearance, half-life) or binary classification for categorical outcomes (e.g., BBB penetration, CYP inhibition). For this dataset (vdss_lombardo), we predict log10(VDss) (log10 of volume of distribution in L/kg). (1) The molecule is NC(=[NH2+])NC(=O)Cc1c(Cl)cccc1Cl. The log10(VDss) is 0.750. (2) The molecule is CCOCCOC1CCC(CC(C)C2CC(=O)C(C)/C=C(\C)C(O)C(OC)C(=O)C(C)CC(C)/C=C/C=C/C=C(\C)C(OC)CC3CCC(C)C(O)(O3)C(=O)C(=O)N3CCCCC3C(=O)O2)CC1OC. The log10(VDss) is 1.65. (3) The drug is CC1CC2C(C(O)CC3(C)C2CCC3(O)C(=O)CO)C2(C)C=CC(=O)C=C12. The log10(VDss) is 0.0800. (4) The molecule is CC(=O)Nc1cccc(-n2c(=O)n(C3CC3)c(=O)c3c(Nc4ccc(I)cc4F)n(C)c(=O)c(C)c32)c1. The log10(VDss) is 1.14. (5) The molecule is O=C(O)CCSC[C@H]1O[C@@H]2O[C@@H]3[C@@H](CSCCC(=O)O)O[C@H](O[C@@H]4[C@@H](CSCCC(=O)O)O[C@H](O[C@@H]5[C@@H](CSCCC(=O)O)O[C@H](O[C@@H]6[C@@H](CSCCC(=O)O)O[C@H](O[C@@H]7[C@@H](CSCCC(=O)O)O[C@H](O[C@@H]8[C@@H](CSCCC(=O)O)O[C@H](O[C@@H]9[C@@H](CSCCC(=O)O)O[C@H](O[C@H]1[C@H](O)[C@H]2O)[C@H](O)[C@H]9O)[C@H](O)[C@H]8O)[C@H](O)[C@H]7O)[C@H](O)[C@H]6O)[C@H](O)[C@H]5O)[C@H](O)[C@H]4O)[C@H](O)[C@H]3O. The log10(VDss) is -0.740. (6) The compound is CC(=O)O[C@H]1C(=O)[C@]23C[C@H]2C[C@H]2OC[C@@]2(OC(C)=O)[C@H]3[C@H](OC(=O)c2ccccc2)[C@]2(O)C[C@H](OC(=O)[C@H](O)[C@@H](NC(=O)OC(C)(C)C)c3ccccc3)C(C)=C1C2(C)C. The log10(VDss) is 1.23. (7) The drug is CC1(C)SC2C(NC(=O)C([NH3+])c3ccccc3)C(=O)N2C1C(=O)[O-]. The log10(VDss) is -0.660.